This data is from Full USPTO retrosynthesis dataset with 1.9M reactions from patents (1976-2016). The task is: Predict the reactants needed to synthesize the given product. (1) Given the product [C:18]([O:17][C:15](=[O:16])[CH2:14][O:12][CH2:11][C:5]1[CH:6]=[CH:7][CH:8]=[C:9]([CH3:10])[C:4]=1[I:3])([CH3:21])([CH3:20])[CH3:19], predict the reactants needed to synthesize it. The reactants are: [H-].[Na+].[I:3][C:4]1[C:9]([CH3:10])=[CH:8][CH:7]=[CH:6][C:5]=1[CH2:11][OH:12].Br[CH2:14][C:15]([O:17][C:18]([CH3:21])([CH3:20])[CH3:19])=[O:16].CCOC(C)=O. (2) Given the product [CH2:16]([NH:11][C@@H:9]1[CH2:8][CH2:7][C:5]2[N:6]=[C:2]([NH2:1])[S:3][C:4]=2[CH2:10]1)[CH2:17][CH3:18].[CH3:23][C:22]1[CH:24]=[CH:25][C:19]([S:12]([OH:15])(=[O:14])=[O:13])=[CH:20][CH:21]=1, predict the reactants needed to synthesize it. The reactants are: [NH2:1][C:2]1[S:3][C:4]2[CH2:10][C@@H:9]([NH2:11])[CH2:8][CH2:7][C:5]=2[N:6]=1.[S:12]([C:19]1[CH:25]=[CH:24][C:22]([CH3:23])=[CH:21][CH:20]=1)([O:15][CH2:16][CH2:17][CH3:18])(=[O:14])=[O:13]. (3) Given the product [CH:19]1([C:17]([NH:16][C:14]2[N:15]=[C:10]3[CH:9]=[CH:8][C:7]([O:6][C:5]4[CH:22]=[CH:23][C:2]([NH:1][C:39]([C:29]5[C:30](=[O:38])[N:31]([C:32]6[CH:37]=[CH:36][CH:35]=[CH:34][CH:33]=6)[C:26]([CH3:25])=[CH:27][CH:28]=5)=[O:40])=[CH:3][C:4]=4[F:24])=[CH:12][N:11]3[CH:13]=2)=[O:18])[CH2:21][CH2:20]1, predict the reactants needed to synthesize it. The reactants are: [NH2:1][C:2]1[CH:23]=[CH:22][C:5]([O:6][C:7]2[CH:8]=[CH:9][C:10]3[N:11]([CH:13]=[C:14]([NH:16][C:17]([CH:19]4[CH2:21][CH2:20]4)=[O:18])[N:15]=3)[CH:12]=2)=[C:4]([F:24])[CH:3]=1.[CH3:25][C:26]1[N:31]([C:32]2[CH:37]=[CH:36][CH:35]=[CH:34][CH:33]=2)[C:30](=[O:38])[C:29]([C:39](O)=[O:40])=[CH:28][CH:27]=1.CN(C(ON1N=NC2C=CC=NC1=2)=[N+](C)C)C.F[P-](F)(F)(F)(F)F.C(N(CC)C(C)C)(C)C.C(=O)([O-])O.[Na+]. (4) Given the product [F:41][C:42]1[CH:47]=[CH:46][C:45]([F:48])=[CH:44][C:43]=1[NH:49][CH2:50][CH2:51][CH2:52][O:1][C:2]1[CH:7]=[CH:6][C:5]([CH:8]2[CH2:13][CH2:12][N:11]([C:14]([O:16][CH2:17][C:18]3[CH:19]=[CH:20][CH:21]=[CH:22][CH:23]=3)=[O:15])[CH2:10][CH:9]2[O:24][CH2:25][C:26]2[CH:27]=[CH:28][C:29]3[O:34][CH2:33][CH2:32][N:31]([CH2:35][CH2:36][CH2:37][O:38][CH3:39])[C:30]=3[CH:40]=2)=[CH:4][CH:3]=1, predict the reactants needed to synthesize it. The reactants are: [OH:1][C:2]1[CH:7]=[CH:6][C:5]([CH:8]2[CH2:13][CH2:12][N:11]([C:14]([O:16][CH2:17][C:18]3[CH:23]=[CH:22][CH:21]=[CH:20][CH:19]=3)=[O:15])[CH2:10][CH:9]2[O:24][CH2:25][C:26]2[CH:27]=[CH:28][C:29]3[O:34][CH2:33][CH2:32][N:31]([CH2:35][CH2:36][CH2:37][O:38][CH3:39])[C:30]=3[CH:40]=2)=[CH:4][CH:3]=1.[F:41][C:42]1[CH:47]=[CH:46][C:45]([F:48])=[CH:44][C:43]=1[NH:49][CH2:50][CH2:51][CH2:52]O.C1(P(C2C=CC=CC=2)C2C=CC=CC=2)C=CC=CC=1.N(C(OC(C)C)=O)=NC(OC(C)C)=O.